Dataset: Full USPTO retrosynthesis dataset with 1.9M reactions from patents (1976-2016). Task: Predict the reactants needed to synthesize the given product. (1) The reactants are: [CH3:1][C@@H:2]1[CH2:6][O:5][C:4](=[O:7])[N:3]1[C:8]1[CH:16]=[CH:15][C:11]([C:12]([OH:14])=O)=[CH:10][CH:9]=1.[CH3:17][C:18]1[C:19]([N:28]2[CH2:33][CH2:32][NH:31][CH2:30][CH2:29]2)=[N:20][CH:21]=[C:22]([C:24]([F:27])([F:26])[F:25])[CH:23]=1.O.[Cl-].COC1N=C(OC)N=C([N+]2(C)CCOCC2)N=1.C(Cl)(Cl)[Cl:54]. Given the product [ClH:54].[CH3:1][C@@H:2]1[CH2:6][O:5][C:4](=[O:7])[N:3]1[C:8]1[CH:9]=[CH:10][C:11]([C:12]([N:31]2[CH2:32][CH2:33][N:28]([C:19]3[C:18]([CH3:17])=[CH:23][C:22]([C:24]([F:27])([F:25])[F:26])=[CH:21][N:20]=3)[CH2:29][CH2:30]2)=[O:14])=[CH:15][CH:16]=1, predict the reactants needed to synthesize it. (2) Given the product [CH2:12]([O:15][C:16]1[CH:17]=[CH:18][C:19]([CH3:23])=[C:20]([OH:22])[CH:21]=1)[CH3:13], predict the reactants needed to synthesize it. The reactants are: C(OC1C=CC(C)=C(N)C=1)C.[CH:12]([O:15][C:16]1[CH:17]=[CH:18][C:19]([CH3:23])=[C:20]([OH:22])[CH:21]=1)(C)[CH3:13]. (3) The reactants are: [C:1](N1C=CN=C1)(N1C=CN=C1)=[O:2].[OH:13][CH2:14][CH2:15][NH:16][C:17](=[O:23])[O:18][C:19]([CH3:22])([CH3:21])[CH3:20].C(N(C(C)C)C(C)C)C.S(=O)(=O)(O)O.[NH2:38][C:39]1[CH:40]=[N:41][N:42]([CH3:45])[C:43]=1[NH2:44].[C:46](Cl)([C:59]1[CH:64]=[CH:63][CH:62]=[CH:61][CH:60]=1)([C:53]1[CH:58]=[CH:57][CH:56]=[CH:55][CH:54]=1)[C:47]1[CH:52]=[CH:51][CH:50]=[CH:49][CH:48]=1. Given the product [C:19]([O:18][C:17]([NH:16][CH2:15][CH2:14][O:13][C:1]([NH:38][C:39]1[CH:40]=[N:41][N:42]([CH3:45])[C:43]=1[NH:44][C:46]([C:59]1[CH:64]=[CH:63][CH:62]=[CH:61][CH:60]=1)([C:53]1[CH:58]=[CH:57][CH:56]=[CH:55][CH:54]=1)[C:47]1[CH:52]=[CH:51][CH:50]=[CH:49][CH:48]=1)=[O:2])=[O:23])([CH3:20])([CH3:22])[CH3:21], predict the reactants needed to synthesize it. (4) Given the product [I:12][C:13]1[CH:21]=[CH:20][C:16]([C:17]([NH:1][CH2:2][CH2:3][CH2:4][Si:5]([O:10][CH3:11])([O:6][CH3:7])[O:8][CH3:9])=[O:18])=[CH:15][CH:14]=1, predict the reactants needed to synthesize it. The reactants are: [NH2:1][CH2:2][CH2:3][CH2:4][Si:5]([O:10][CH3:11])([O:8][CH3:9])[O:6][CH3:7].[I:12][C:13]1[CH:21]=[CH:20][C:16]([C:17](Cl)=[O:18])=[CH:15][CH:14]=1. (5) Given the product [Br:30][C:13]1[N:14]=[C:9]([C:7]2[O:8][C:4]3[CH:3]=[C:2]([F:1])[CH:17]=[CH:16][C:5]=3[N:6]=2)[C:10]([NH2:15])=[N:11][CH:12]=1, predict the reactants needed to synthesize it. The reactants are: [F:1][C:2]1[CH:17]=[CH:16][C:5]2[N:6]=[C:7]([C:9]3[C:10]([NH2:15])=[N:11][CH:12]=[CH:13][N:14]=3)[O:8][C:4]=2[CH:3]=1.CN(C=O)C.C1C(=O)N([Br:30])C(=O)C1. (6) Given the product [CH2:20]([O:19][C:11]1[C:12]2[C:13](=[O:18])[N:22]([C:23]3[CH:28]=[CH:27][C:26]([CH2:29][C:30]([O:32][CH2:33][CH3:34])=[O:31])=[CH:25][C:24]=3[F:35])[C:15](=[O:14])[C:16]=2[C:4]([O:3][CH2:1][CH3:2])=[C:5]2[CH:6]=[CH:7][CH:8]=[CH:9][C:10]=12)[CH3:21], predict the reactants needed to synthesize it. The reactants are: [CH2:1]([O:3][C:4]1[C:16]2[C:15](=O)[O:14][C:13](=[O:18])[C:12]=2[C:11]([O:19][CH2:20][CH3:21])=[C:10]2[C:5]=1[CH:6]=[CH:7][CH:8]=[CH:9]2)[CH3:2].[NH2:22][C:23]1[CH:28]=[CH:27][C:26]([CH2:29][C:30]([O:32][CH2:33][CH3:34])=[O:31])=[CH:25][C:24]=1[F:35].